This data is from Full USPTO retrosynthesis dataset with 1.9M reactions from patents (1976-2016). The task is: Predict the reactants needed to synthesize the given product. (1) Given the product [Cl:1][C:2]1[C:3]([F:49])=[C:4]([C@@H:8]2[C@:12]([C:15]3[CH:20]=[CH:19][C:18]([Cl:21])=[CH:17][C:16]=3[F:22])([C:13]#[N:14])[C@H:11]([CH2:23][C:24]([CH3:26])([CH3:27])[CH3:25])[N:10]([CH2:28][C:29]#[CH:30])[C@H:9]2[C:35]([NH:37][C:38]2[CH:46]=[CH:45][C:41]([C:42]([OH:44])=[O:43])=[CH:40][C:39]=2[O:47][CH3:48])=[O:36])[CH:5]=[CH:6][CH:7]=1, predict the reactants needed to synthesize it. The reactants are: [Cl:1][C:2]1[C:3]([F:49])=[C:4]([C@@H:8]2[C@:12]([C:15]3[CH:20]=[CH:19][C:18]([Cl:21])=[CH:17][C:16]=3[F:22])([C:13]#[N:14])[C@H:11]([CH2:23][C:24]([CH3:27])([CH3:26])[CH3:25])[N:10]([CH2:28][C:29]#[C:30][Si](C)(C)C)[C@H:9]2[C:35]([NH:37][C:38]2[CH:46]=[CH:45][C:41]([C:42]([OH:44])=[O:43])=[CH:40][C:39]=2[O:47][CH3:48])=[O:36])[CH:5]=[CH:6][CH:7]=1.[Li+].[OH-]. (2) Given the product [F:39][C:27]1[CH:28]=[C:29]([N:32]2[CH:37]=[CH:36][CH:35]=[CH:34][C:33]2=[O:38])[CH:30]=[CH:31][C:26]=1[NH:12][C:13]([CH2:15][N:11]1[C@H:7]([CH2:6][N:1]2[CH2:5][CH2:4][CH2:3][CH2:2]2)[CH2:8][C@@H:9]([NH:12][C:13]([C:15]2[S:16][C:17]([Cl:20])=[CH:18][CH:19]=2)=[O:14])[CH2:10]1)=[O:14], predict the reactants needed to synthesize it. The reactants are: [N:1]1([CH2:6][C@H:7]2[NH:11][CH2:10][C@H:9]([NH:12][C:13]([C:15]3[S:16][C:17]([Cl:20])=[CH:18][CH:19]=3)=[O:14])[CH2:8]2)[CH2:5][CH2:4][CH2:3][CH2:2]1.BrC([C:26]1[CH:31]=[CH:30][C:29]([N:32]2[CH:37]=[CH:36][CH:35]=[CH:34][C:33]2=[O:38])=[CH:28][C:27]=1[F:39])C(N)=O. (3) Given the product [CH:1]1([C:4]#[C:5][C:26]2[S:30][C:29]([S:31]([NH:34][CH2:35][C:36]3[C:45]4[C:40](=[CH:41][CH:42]=[CH:43][CH:44]=4)[N:39]=[CH:38][CH:37]=3)(=[O:33])=[O:32])=[CH:28][CH:27]=2)[CH2:3][CH2:2]1, predict the reactants needed to synthesize it. The reactants are: [CH:1]1([C:4]#[CH:5])[CH2:3][CH2:2]1.C1(P(C2C=CC=CC=2)C2C=CC=CC=2)C=CC=CC=1.Br[C:26]1[S:30][C:29]([S:31]([NH:34][CH2:35][C:36]2[C:45]3[C:40](=[CH:41][CH:42]=[CH:43][CH:44]=3)[N:39]=[CH:38][CH:37]=2)(=[O:33])=[O:32])=[CH:28][CH:27]=1.O.